Predict the reactants needed to synthesize the given product. From a dataset of Full USPTO retrosynthesis dataset with 1.9M reactions from patents (1976-2016). (1) Given the product [CH2:1]([C@H:8]([NH:26][C:27]([C:29]1[N:33]2[CH2:34][CH2:35][N:36]([C:38]([O:40][C:41]([CH3:44])([CH3:42])[CH3:43])=[O:39])[CH2:37][C:32]2=[C:31]([C:45]([OH:47])=[O:46])[CH:30]=1)=[O:28])[C@H:9]([OH:25])[CH2:10][NH:11][C:12]1([C:15]2[CH:20]=[CH:19][CH:18]=[C:17]([C:21]([F:24])([F:23])[F:22])[CH:16]=2)[CH2:13][CH2:14]1)[C:2]1[CH:3]=[CH:4][CH:5]=[CH:6][CH:7]=1, predict the reactants needed to synthesize it. The reactants are: [CH2:1]([C@H:8]([NH:26][C:27]([C:29]1[N:33]2[CH2:34][CH2:35][N:36]([C:38]([O:40][C:41]([CH3:44])([CH3:43])[CH3:42])=[O:39])[CH2:37][C:32]2=[C:31]([C:45]([O:47]C)=[O:46])[CH:30]=1)=[O:28])[C@H:9]([OH:25])[CH2:10][NH:11][C:12]1([C:15]2[CH:20]=[CH:19][CH:18]=[C:17]([C:21]([F:24])([F:23])[F:22])[CH:16]=2)[CH2:14][CH2:13]1)[C:2]1[CH:7]=[CH:6][CH:5]=[CH:4][CH:3]=1.[OH-].[Na+].Cl. (2) Given the product [Si:5]([O:6][C@@H:7]1[C@@H:12]([O:13][Si:14]([C:17]([CH3:19])([CH3:20])[CH3:18])([CH3:16])[CH3:15])[C@H:11]([CH3:21])[CH2:10][C@H:9]([C:22]2[CH:27]=[CH:26][N:25]=[CH:24][C:23]=2[NH2:28])[CH2:8]1)([C:1]([CH3:2])([CH3:3])[CH3:4])([CH3:32])[CH3:31].[Si:5]([O:6][C@H:7]1[C@H:12]([O:13][Si:14]([C:17]([CH3:19])([CH3:20])[CH3:18])([CH3:16])[CH3:15])[C@@H:11]([CH3:21])[CH2:10][C@@H:9]([C:22]2[CH:27]=[CH:26][N:25]=[CH:24][C:23]=2[NH2:28])[CH2:8]1)([C:1]([CH3:2])([CH3:3])[CH3:4])([CH3:32])[CH3:31], predict the reactants needed to synthesize it. The reactants are: [C:1]([Si:5]([CH3:32])([CH3:31])[O:6][C@H:7]1[C@H:12]([O:13][Si:14]([C:17]([CH3:20])([CH3:19])[CH3:18])([CH3:16])[CH3:15])[C@@H:11]([CH3:21])[CH2:10][C:9]([C:22]2[CH:27]=[CH:26][N:25]=[CH:24][C:23]=2[N+:28]([O-])=O)=[CH:8]1)([CH3:4])([CH3:3])[CH3:2].CC(O)C. (3) Given the product [CH2:1]([O:8][C:9]1[C:14](=[O:15])[CH:13]=[CH:12][N:11]([CH2:16][CH2:17][O:18][CH3:19])[C:10]=1[C:20]([OH:23])=[O:21])[C:2]1[CH:3]=[CH:4][CH:5]=[CH:6][CH:7]=1, predict the reactants needed to synthesize it. The reactants are: [CH2:1]([O:8][C:9]1[C:14](=[O:15])[CH:13]=[CH:12][N:11]([CH2:16][CH2:17][O:18][CH3:19])[C:10]=1[CH:20]=[O:21])[C:2]1[CH:7]=[CH:6][CH:5]=[CH:4][CH:3]=1.S([O-])(O[O-])(=O)=[O:23].[K+].[K+].CO.Cl. (4) Given the product [Cl:27][C:23]1[CH:22]=[C:21]([C:16]2[N:15]([CH2:28][C:29]([NH:31][CH:32]([CH3:34])[CH3:33])=[O:30])[C:14](=[O:35])[C:13]3[C:18](=[CH:19][CH:20]=[C:11]([C:9]4[CH2:10][CH:7]([CH2:6][N:36]5[CH2:41][CH2:40][CH2:39][CH2:38][CH2:37]5)[CH:8]=4)[CH:12]=3)[N:17]=2)[CH:26]=[CH:25][CH:24]=1, predict the reactants needed to synthesize it. The reactants are: CS(O[CH2:6][CH:7]1[CH2:10][C:9]([C:11]2[CH:12]=[C:13]3[C:18](=[CH:19][CH:20]=2)[N:17]=[C:16]([C:21]2[CH:26]=[CH:25][CH:24]=[C:23]([Cl:27])[CH:22]=2)[N:15]([CH2:28][C:29]([NH:31][CH:32]([CH3:34])[CH3:33])=[O:30])[C:14]3=[O:35])=[CH:8]1)(=O)=O.[NH:36]1[CH2:41][CH2:40][CH2:39][CH2:38][CH2:37]1.C([O-])([O-])=O.[K+].[K+]. (5) Given the product [CH3:23][O:25][C:26](=[O:36])[C:27]1[CH:32]=[CH:31][CH:30]=[C:29]([NH:33][C:34]([N:7]([CH:1]2[CH2:6][CH2:5][CH2:4][CH2:3][CH2:2]2)[C:8]2[N:9]([C:17]3[CH:18]=[CH:19][CH:20]=[CH:21][CH:22]=3)[N:10]=[C:11]3[C:16]=2[CH:15]=[CH:14][CH:13]=[CH:12]3)=[O:35])[CH:28]=1, predict the reactants needed to synthesize it. The reactants are: [CH:1]1([NH:7][C:8]2[N:9]([C:17]3[CH:22]=[CH:21][CH:20]=[CH:19][CH:18]=3)[N:10]=[C:11]3[C:16]=2[CH:15]=[CH:14][CH:13]=[CH:12]3)[CH2:6][CH2:5][CH2:4][CH2:3][CH2:2]1.[CH2:23]([O:25][C:26](=[O:36])[C:27]1[CH:32]=[CH:31][CH:30]=[C:29]([N:33]=[C:34]=[O:35])[CH:28]=1)C. (6) Given the product [C:40]([CH2:39][N:32]1[CH2:33][CH2:34][CH:43]([O:16][C:13]2[CH:14]=[C:15]3[C:10](=[CH:11][C:12]=2[O:23][CH3:24])[N:9]=[CH:8][N:7]=[C:6]3[NH:5][C:4]2[CH:25]=[CH:26][CH:27]=[C:2]([Cl:1])[C:3]=2[F:28])[CH2:37][CH2:35]1)(=[O:41])[NH2:42], predict the reactants needed to synthesize it. The reactants are: [Cl:1][C:2]1[C:3]([F:28])=[C:4]([CH:25]=[CH:26][CH:27]=1)[NH:5][C:6]1[C:15]2[C:10](=[CH:11][C:12]([O:23][CH3:24])=[C:13]([O:16]N3CCCCC3)[CH:14]=2)[N:9]=[CH:8][N:7]=1.C([N:32]([CH:35]([CH3:37])C)[CH2:33][CH3:34])(C)C.Br[CH2:39][C:40]([NH2:42])=[O:41].[CH2:43](Cl)Cl.